Dataset: Reaction yield outcomes from USPTO patents with 853,638 reactions. Task: Predict the reaction yield, written as a fraction of the theoretical maximum amount of product (1.0 means a 100% yield; for example, 0.34 means a 34% yield). (1) The yield is 0.270. The reactants are Br[CH:2]([C:14]1[CH:19]=[CH:18][CH:17]=[CH:16][CH:15]=1)[C:3]([O:5][C@H:6]([C:8]1[CH:13]=[CH:12][CH:11]=[CH:10][CH:9]=1)[CH3:7])=[O:4].C(N(CC)CC)C.[C:27]1([C:33]2([OH:39])[CH2:38][CH2:37][NH:36][CH2:35][CH2:34]2)[CH:32]=[CH:31][CH:30]=[CH:29][CH:28]=1. The catalyst is C1COCC1.[I-].C([N+](CCCC)(CCCC)CCCC)CCC.C(OCC)(=O)C. The product is [OH:39][C:33]1([C:27]2[CH:32]=[CH:31][CH:30]=[CH:29][CH:28]=2)[CH2:38][CH2:37][N:36]([C@H:2]([C:14]2[CH:19]=[CH:18][CH:17]=[CH:16][CH:15]=2)[C:3]([O:5][C@H:6]([C:8]2[CH:13]=[CH:12][CH:11]=[CH:10][CH:9]=2)[CH3:7])=[O:4])[CH2:35][CH2:34]1. (2) The reactants are [F:1][C:2]([F:36])([F:35])[C:3]1[CH:34]=[CH:33][C:6]([CH2:7][N:8]2[C:31](=[O:32])[N:11]3[NH:12][CH:13]([CH3:30])[C:14]([C:23]4[CH:28]=[CH:27][C:26]([Cl:29])=[CH:25][CH:24]=4)=[C:15]([C:16]4[CH:21]=[CH:20][C:19]([Cl:22])=[CH:18][CH:17]=4)[C:10]3=[N:9]2)=[CH:5][CH:4]=1.C(N(C(C)C)CC)(C)C.[C:46](Cl)(=[O:48])[CH3:47]. The catalyst is C(Cl)Cl. The product is [F:36][C:2]([F:35])([F:1])[C:3]1[CH:4]=[CH:5][C:6]([CH2:7][N:8]2[C:31](=[O:32])[N:11]3[N:12]([C:46](=[O:48])[CH3:47])[CH:13]([CH3:30])[C:14]([C:23]4[CH:28]=[CH:27][C:26]([Cl:29])=[CH:25][CH:24]=4)=[C:15]([C:16]4[CH:17]=[CH:18][C:19]([Cl:22])=[CH:20][CH:21]=4)[C:10]3=[N:9]2)=[CH:33][CH:34]=1. The yield is 0.700. (3) The reactants are Br[C:2]1[CH:11]=[CH:10][C:9]2[C:4](=[CH:5][C:6]([Br:12])=[CH:7][CH:8]=2)[CH:3]=1.[CH2:13]([Sn](CCCC)(CCCC)C=C)[CH2:14]CC. The catalyst is C1C=CC([P]([Pd]([P](C2C=CC=CC=2)(C2C=CC=CC=2)C2C=CC=CC=2)([P](C2C=CC=CC=2)(C2C=CC=CC=2)C2C=CC=CC=2)[P](C2C=CC=CC=2)(C2C=CC=CC=2)C2C=CC=CC=2)(C2C=CC=CC=2)C2C=CC=CC=2)=CC=1.C1(C)C=CC=CC=1. The product is [Br:12][C:6]1[CH:7]=[CH:8][C:9]2[C:4](=[CH:3][C:2]([CH:13]=[CH2:14])=[CH:11][CH:10]=2)[CH:5]=1. The yield is 0.674. (4) The reactants are Br[C:2]1[C:3]([C:8]2[CH:13]=[CH:12][C:11]([F:14])=[CH:10][CH:9]=2)=[N:4][N:5]([CH3:7])[CH:6]=1.CC1(C)C(C)(C)OB([C:23]2[CH:24]=[CH:25][C:26]3[N:27]([CH:29]=[C:30]([NH:32][C:33](=[O:35])[CH3:34])[N:31]=3)[N:28]=2)O1.[O-]P([O-])([O-])=O.[K+].[K+].[K+]. The catalyst is C1C=CC(P(C2C=CC=CC=2)[C-]2C=CC=C2)=CC=1.C1C=CC(P(C2C=CC=CC=2)[C-]2C=CC=C2)=CC=1.Cl[Pd]Cl.[Fe+2].C(Cl)Cl.O1CCOCC1. The product is [F:14][C:11]1[CH:12]=[CH:13][C:8]([C:3]2[C:2]([C:23]3[CH:24]=[CH:25][C:26]4[N:27]([CH:29]=[C:30]([NH:32][C:33](=[O:35])[CH3:34])[N:31]=4)[N:28]=3)=[CH:6][N:5]([CH3:7])[N:4]=2)=[CH:9][CH:10]=1. The yield is 0.394. (5) The reactants are [CH3:1][N:2]1[CH2:6][CH2:5][N:4]([C:7]2[C:15]3[C:10](=[CH:11][N:12]=[C:13]([C:16]4[CH:17]=[N:18][CH:19]=[CH:20][CH:21]=4)[CH:14]=3)[N:9](C3CCCCO3)[N:8]=2)[C:3]1=[O:28]. The catalyst is Cl.O1CCOCC1. The product is [CH3:1][N:2]1[CH2:6][CH2:5][N:4]([C:7]2[C:15]3[C:10](=[CH:11][N:12]=[C:13]([C:16]4[CH:17]=[N:18][CH:19]=[CH:20][CH:21]=4)[CH:14]=3)[NH:9][N:8]=2)[C:3]1=[O:28]. The yield is 0.154.